Dataset: Forward reaction prediction with 1.9M reactions from USPTO patents (1976-2016). Task: Predict the product of the given reaction. (1) Given the reactants N1C=CN=C1.[C:6]([Si:10]([CH3:13])([CH3:12])Cl)([CH3:9])([CH3:8])[CH3:7].[OH:14][C:15]1[CH:20]=[CH:19][C:18]([C:21]2[N:25]([CH:26]3[CH2:31][CH2:30][CH2:29][CH2:28][CH2:27]3)[C:24]3[CH:32]=[CH:33][C:34]([C:36]#[N:37])=[CH:35][C:23]=3[N:22]=2)=[CH:17][CH:16]=1, predict the reaction product. The product is: [Si:10]([O:14][C:15]1[CH:20]=[CH:19][C:18]([C:21]2[N:25]([CH:26]3[CH2:27][CH2:28][CH2:29][CH2:30][CH2:31]3)[C:24]3[CH:32]=[CH:33][C:34]([C:36]#[N:37])=[CH:35][C:23]=3[N:22]=2)=[CH:17][CH:16]=1)([C:6]([CH3:9])([CH3:8])[CH3:7])([CH3:13])[CH3:12]. (2) Given the reactants C([O:3][C:4](=[O:20])[C@@H:5]([O:18][CH3:19])[CH2:6][C:7]1[CH:12]=[CH:11][C:10]([O:13][CH2:14][C:15]([OH:17])=O)=[CH:9][CH:8]=1)C.[C:21]1([CH:27]([NH:29][CH2:30][C:31]([CH:36]=[CH2:37])=[CH:32][CH:33]=[CH:34]C)[CH3:28])[CH:26]=[CH:25][CH:24]=[CH:23][CH:22]=1.C(O[C@@H](CC1C=CC(O[C@@H](C(=O)NCCC2C=CC(OC3C=CC=CC=3)=CC=2)C)=CC=1)C(O)=O)C, predict the reaction product. The product is: [CH2:30]([N:29]([CH:27]([C:21]1[CH:22]=[CH:23][CH:24]=[CH:25][CH:26]=1)[CH3:28])[C:15]([CH2:14][O:13][C:10]1[CH:9]=[CH:8][C:7]([CH2:6][C@H:5]([O:18][CH3:19])[C:4]([OH:3])=[O:20])=[CH:12][CH:11]=1)=[O:17])[C:31]1[CH:32]=[CH:33][CH:34]=[CH:37][CH:36]=1. (3) The product is: [C:1]12([C:11]3[CH:12]=[C:13]([C:62]4[CH:63]=[C:64]5[C:69](=[CH:70][CH:71]=4)[CH:68]=[C:67]([OH:72])[CH:66]=[CH:65]5)[CH:14]=[CH:15][C:16]=3[O:17][CH3:18])[CH2:2][CH:3]3[CH2:4][CH:5]([CH2:6][CH:7]([CH2:9]3)[CH2:8]1)[CH2:10]2. Given the reactants [C:1]12([C:11]3[CH:12]=[C:13](B4OB([C:13]5[CH:14]=[CH:15][C:16]([O:17][CH3:18])=[C:11]([C:1]67[CH2:8][CH:7]8[CH2:9][CH:3]([CH2:4][CH:5]([CH2:6]8)[CH2:10]6)[CH2:2]7)[CH:12]=5)OB([C:13]5[CH:14]=[CH:15][C:16]([O:17][CH3:18])=[C:11]([C:1]67[CH2:8][CH:7]8[CH2:9][CH:3]([CH2:4][CH:5]([CH2:6]8)[CH2:10]6)[CH2:2]7)[CH:12]=5)O4)[CH:14]=[CH:15][C:16]=3[O:17][CH3:18])[CH2:10][CH:5]3[CH2:6][CH:7]([CH2:9][CH:3]([CH2:4]3)[CH2:2]1)[CH2:8]2.Br[C:62]1[CH:63]=[C:64]2[C:69](=[CH:70][CH:71]=1)[CH:68]=[C:67]([OH:72])[CH:66]=[CH:65]2.C([O-])([O-])=O.[Na+].[Na+].C1(C)C=CC=CC=1, predict the reaction product.